From a dataset of Full USPTO retrosynthesis dataset with 1.9M reactions from patents (1976-2016). Predict the reactants needed to synthesize the given product. (1) Given the product [OH:29][CH:24]1[CH2:25][CH2:26][CH2:27][CH2:28][CH:23]1[CH2:22][NH:21][C:3]([C:4]1[CH:10]=[C:11]([C:13]2[CH:18]=[C:17]([F:19])[CH:16]=[CH:15][C:14]=2[F:20])[N:21]([CH2:22][CH:23]2[CH2:28][CH2:27][CH2:26][CH2:25][CH2:24]2)[C:5]=1[CH3:6])=[O:8], predict the reactants needed to synthesize it. The reactants are: CO[C:3](=[O:8])[CH2:4][C:5](=O)[CH3:6].Br[CH2:10][C:11]([C:13]1[CH:18]=[C:17]([F:19])[CH:16]=[CH:15][C:14]=1[F:20])=O.[NH2:21][CH2:22][C@H:23]1[CH2:28][CH2:27][CH2:26][CH2:25][C@H:24]1[OH:29]. (2) The reactants are: [CH3:1][O:2][C:3]1[CH:8]=[CH:7][C:6](O)=[CH:5][CH:4]=1.C1C=CC(P(C2C=CC=CC=2)C2C=CC=CC=2)=CC=1.CCOC(/N=N/C(OCC)=O)=O.[Cl:41][C:42]1[CH:57]=[CH:56][C:45]([CH2:46][N:47]2[CH:52]=[C:51]([CH2:53][OH:54])[CH:50]=[CH:49][C:48]2=[O:55])=[CH:44][CH:43]=1. Given the product [Cl:41][C:42]1[CH:43]=[CH:44][C:45]([CH2:46][N:47]2[CH:52]=[C:51]([CH2:53][O:54][C:6]3[CH:7]=[CH:8][C:3]([O:2][CH3:1])=[CH:4][CH:5]=3)[CH:50]=[CH:49][C:48]2=[O:55])=[CH:56][CH:57]=1, predict the reactants needed to synthesize it. (3) Given the product [C:33]([C:31]1[CH:30]=[CH:29][C:23]2[N:24]3[CH:28]=[CH:27][CH:26]=[C:25]3[C:20]3([CH2:19][CH2:18][N:17]([C:15]([O:14][C:10]([CH3:13])([CH3:12])[CH3:11])=[O:16])[CH2:37][CH2:36]3)[O:21][C:22]=2[CH:32]=1)(=[O:35])[NH2:5], predict the reactants needed to synthesize it. The reactants are: [NH4+].[Cl-].CC[N:5](CC)CC.[C:10]([O:14][C:15]([N:17]1[CH2:37][CH2:36][C:20]2([C:25]3=[CH:26][CH:27]=[CH:28][N:24]3[C:23]3[CH:29]=[CH:30][C:31]([C:33]([OH:35])=O)=[CH:32][C:22]=3[O:21]2)[CH2:19][CH2:18]1)=[O:16])([CH3:13])([CH3:12])[CH3:11].CN(C(ON1N=NC2C=CC=NC1=2)=[N+](C)C)C.F[P-](F)(F)(F)(F)F. (4) Given the product [O:29]=[C:24]1[CH2:25][CH2:26][C:27](=[O:28])[N:23]1[O:20][C:19]([C:4]1[CH:5]=[CH:6][C:7]([C:9]2[C:14]([C:15]([F:18])([F:17])[F:16])=[CH:13][CH:12]=[CH:11][N:10]=2)=[N:8][C:3]=1[NH2:2])=[O:21], predict the reactants needed to synthesize it. The reactants are: Cl.[NH2:2][C:3]1[N:8]=[C:7]([C:9]2[C:14]([C:15]([F:18])([F:17])[F:16])=[CH:13][CH:12]=[CH:11][N:10]=2)[CH:6]=[CH:5][C:4]=1[C:19]([OH:21])=[O:20].O[N:23]1[C:27](=[O:28])[CH2:26][CH2:25][C:24]1=[O:29].CCN(C(C)C)C(C)C.CCN=C=NCCCN(C)C. (5) Given the product [NH2:1][C:4]1[CH:9]=[CH:8][CH:7]=[CH:6][C:5]=1[C:10]1[O:11][C:12]2[CH:18]=[CH:17][CH:16]=[CH:15][C:13]=2[N:14]=1, predict the reactants needed to synthesize it. The reactants are: [N+:1]([C:4]1[CH:9]=[CH:8][CH:7]=[CH:6][C:5]=1[C:10]1[O:11][C:12]2[CH:18]=[CH:17][CH:16]=[CH:15][C:13]=2[N:14]=1)([O-])=O.O.O.Cl[Sn]Cl. (6) Given the product [O:1]=[C:2]1[N:6]([CH:7]2[CH2:8][CH2:9][N:10]([CH2:18][C:19]([O:21][CH2:22][CH3:23])=[O:20])[CH2:11][CH2:12]2)[C:5]2[CH:13]=[CH:14][CH:15]=[CH:16][C:4]=2[NH:3]1, predict the reactants needed to synthesize it. The reactants are: [O:1]=[C:2]1[N:6]([CH:7]2[CH2:12][CH2:11][NH:10][CH2:9][CH2:8]2)[C:5]2[CH:13]=[CH:14][CH:15]=[CH:16][C:4]=2[NH:3]1.Br[CH2:18][C:19]([O:21][CH2:22][CH3:23])=[O:20].C(N(CC)C(C)C)(C)C. (7) Given the product [OH:1][CH2:2][C:3]([C@H:5]([C@@H:7]([C@@H:9]([CH2:11][OH:12])[OH:10])[OH:8])[OH:6])=[O:4].[O:1]=[CH:2][C@@H:3]([C@H:5]([C@@H:7]([C@@H:9]([CH2:11][OH:12])[OH:10])[OH:8])[OH:6])[OH:4], predict the reactants needed to synthesize it. The reactants are: [O:1]=[CH:2][C@@H:3]([C@H:5]([C@@H:7]([C@@H:9]([CH2:11][OH:12])[OH:10])[OH:8])[OH:6])[OH:4].B([O-])([O-])[O-].[Na+].[Na+].[Na+].B([O-])([O-])[O-].